From a dataset of Forward reaction prediction with 1.9M reactions from USPTO patents (1976-2016). Predict the product of the given reaction. (1) The product is: [C:1]([O:5][C:6]([N:8]1[CH2:13][CH2:12][CH:11]([C:14]2[N:15]([CH2:27][CH2:28][OH:29])[CH:16]=[C:17]([C:19]3[CH:24]=[CH:23][C:22]([F:25])=[C:21]([Cl:26])[CH:20]=3)[N:18]=2)[CH2:10][CH2:9]1)=[O:7])([CH3:4])([CH3:3])[CH3:2]. Given the reactants [C:1]([O:5][C:6]([N:8]1[CH2:13][CH2:12][CH:11]([C:14]2[N:15]([CH2:27][CH2:28][O:29]C3CCCCO3)[CH:16]=[C:17]([C:19]3[CH:24]=[CH:23][C:22]([F:25])=[C:21]([Cl:26])[CH:20]=3)[N:18]=2)[CH2:10][CH2:9]1)=[O:7])([CH3:4])([CH3:3])[CH3:2].Cl, predict the reaction product. (2) Given the reactants [CH3:1][O:2][C:3]1[N:8]=[C:7]2[C:9]([C:13]3[NH:30][C:16]4=[N:17][CH:18]=[CH:19][C:20](/[CH:21]=[N:22]/[C:23]5[CH:28]=[CH:27][C:26]([OH:29])=[CH:25][CH:24]=5)=[C:15]4[CH:14]=3)=[CH:10][N:11]([CH3:12])[C:6]2=[CH:5][C:4]=1[O:31][CH3:32].C([BH3-])#N.[Na+].[OH-].[Na+], predict the reaction product. The product is: [CH3:1][O:2][C:3]1[N:8]=[C:7]2[C:9]([C:13]3[NH:30][C:16]4=[N:17][CH:18]=[CH:19][C:20]([CH2:21][NH:22][C:23]5[CH:28]=[CH:27][C:26]([OH:29])=[CH:25][CH:24]=5)=[C:15]4[CH:14]=3)=[CH:10][N:11]([CH3:12])[C:6]2=[CH:5][C:4]=1[O:31][CH3:32]. (3) Given the reactants [C:1]([O:5][C:6](=[O:18])[NH:7][C:8]1([C:11]2[CH:16]=[CH:15][C:14](I)=[CH:13][N:12]=2)[CH2:10][CH2:9]1)([CH3:4])([CH3:3])[CH3:2].[CH3:19][N:20]1[CH:24]=[C:23](B2OC(C)(C)C(C)(C)O2)[CH:22]=[N:21]1.[O-]P([O-])([O-])=O.[K+].[K+].[K+], predict the reaction product. The product is: [C:1]([O:5][C:6](=[O:18])[NH:7][C:8]1([C:11]2[CH:16]=[CH:15][C:14]([C:23]3[CH:22]=[N:21][N:20]([CH3:19])[CH:24]=3)=[CH:13][N:12]=2)[CH2:10][CH2:9]1)([CH3:4])([CH3:3])[CH3:2]. (4) The product is: [CH3:3][CH:4]([CH3:11])[CH2:5][CH2:6][C:7]([NH:1][NH2:2])=[O:8]. Given the reactants [NH2:1][NH2:2].[CH3:3][CH:4]([CH3:11])[CH2:5][CH2:6][C:7](OC)=[O:8], predict the reaction product. (5) Given the reactants [CH3:1][N:2]([C:4](=[S:11])[C:5]1[CH:10]=[CH:9][CH:8]=[CH:7][CH:6]=1)[NH2:3].Cl[S:13]([CH2:16][C:17](Cl)=[O:18])(=[O:15])=[O:14].O, predict the reaction product. The product is: [CH3:1][N:2]([C:4]([C:5]1[CH:10]=[CH:9][CH:8]=[CH:7][CH:6]=1)=[S:11])[NH:3][S:13]([CH2:16][C:17]([NH:3][N:2]([CH3:1])[C:4]([C:5]1[CH:6]=[CH:7][CH:8]=[CH:9][CH:10]=1)=[S:11])=[O:18])(=[O:15])=[O:14].